Dataset: Drug-target binding data from BindingDB patent sources. Task: Regression. Given a target protein amino acid sequence and a drug SMILES string, predict the binding affinity score between them. We predict pAffinity (pAffinity = -log10(affinity in M)). Dataset: bindingdb_patent. (1) The drug is COc1cc(O)cc(Br)c1\C=N\Nc1nc2ccccc2s1. The target protein (Q9UBB5) has sequence MRAHPGGGRCCPEQEEGESAAGGSGAGGDSAIEQGGQGSALAPSPVSGVRREGARGGGRGRGRWKQAGRGGGVCGRGRGRGRGRGRGRGRGRGRGRPPSGGSGLGGDGGGCGGGGSGGGGAPRREPVPFPSGSAGPGPRGPRATESGKRMDCPALPPGWKKEEVIRKSGLSAGKSDVYYFSPSGKKFRSKPQLARYLGNTVDLSSFDFRTGKMMPSKLQKNKQRLRNDPLNQNKGKPDLNTTLPIRQTASIFKQPVTKVTNHPSNKVKSDPQRMNEQPRQLFWEKRLQGLSASDVTEQIIKTMELPKGLQGVGPGSNDETLLSAVASALHTSSAPITGQVSAAVEKNPAVWLNTSQPLCKAFIVTDEDIRKQEERVQQVRKKLEEALMADILSRAADTEEMDIEMDSGDEA. The pAffinity is 4.4. (2) The drug is CN1CC(Cc2ccc(Cl)cc2)N(C[C@@H]1Cc1ccc(Cl)cc1)C1CCN(CC1)c1nnc(N)[nH]1. The target protein (Q13231) has sequence MVRSVAWAGFMVLLMIPWGSAAKLVCYFTNWAQYRQGEARFLPKDLDPSLCTHLIYAFAGMTNHQLSTTEWNDETLYQEFNGLKKMNPKLKTLLAIGGWNFGTQKFTDMVATANNRQTFVNSAIRFLRKYSFDGLDLDWEYPGSQGSPAVDKERFTTLVQDLANAFQQEAQTSGKERLLLSAAVPAGQTYVDAGYEVDKIAQNLDFVNLMAYDFHGSWEKVTGHNSPLYKRQEESGAAASLNVDAAVQQWLQKGTPASKLILGMPTYGRSFTLASSSDTRVGAPATGSGTPGPFTKEGGMLAYYEVCSWKGATKQRIQDQKVPYIFRDNQWVGFDDVESFKTKVSYLKQKGLGGAMVWALDLDDFAGFSCNQGRYPLIQTLRQELSLPYLPSGTPELEVPKPGQPSEPEHGPSPGQDTFCQGKADGLYPNPRERSSFYSCAAGRLFQQSCPTGLVFSNSCKCCTWN. The pAffinity is 5.3. (3) The compound is Cc1ccc(-c2c(cnn2C)-c2nn(C)c3ncnc(N4CCC4)c23)c(Cl)c1. The target protein (O00408) has sequence MGQACGHSILCRSQQYPAARPAEPRGQQVFLKPDEPPPPPQPCADSLQDALLSLGSVIDISGLQRAVKEALSAVLPRVETVYTYLLDGESQLVCEDPPHELPQEGKVREAIISQKRLGCNGLGFSDLPGKPLARLVAPLAPDTQVLVMPLADKEAGAVAAVILVHCGQLSDNEEWSLQAVEKHTLVALRRVQVLQQRGPREAPRAVQNPPEGTAEDQKGGAAYTDRDRKILQLCGELYDLDASSLQLKVLQYLQQETRASRCCLLLVSEDNLQLSCKVIGDKVLGEEVSFPLTGCLGQVVEDKKSIQLKDLTSEDVQQLQSMLGCELQAMLCVPVISRATDQVVALACAFNKLEGDLFTDEDEHVIQHCFHYTSTVLTSTLAFQKEQKLKCECQALLQVAKNLFTHLDDVSVLLQEIITEARNLSNAEICSVFLLDQNELVAKVFDGGVVDDESYEIRIPADQGIAGHVATTGQILNIPDAYAHPLFYRGVDDSTGFRTR.... The pAffinity is 8.2. (4) The compound is CC(C)Cc1nn(C)c(C)c1N[S+]([O-])(=O)c1ccc(cc1)-c1cccc(CN2[C@@H](C)CC[C@@H]2C)c1. The target protein (P30419) has sequence MADESETAVKPPAPPLPQMMEGNGNGHEHCSDCENEEDNSYNRGGLSPANDTGAKKKKKKQKKKKEKGSETDSAQDQPVKMNSLPAERIQEIQKAIELFSVGQGPAKTMEEASKRSYQFWDTQPVPKLGEVVNTHGPVEPDKDNIRQEPYTLPQGFTWDALDLGDRGVLKELYTLLNENYVEDDDNMFRFDYSPEFLLWALRPPGWLPQWHCGVRVVSSRKLVGFISAIPANIHIYDTEKKMVEINFLCVHKKLRSKRVAPVLIREITRRVHLEGIFQAVYTAGVVLPKPVGTCRYWHRSLNPRKLIEVKFSHLSRNMTMQRTMKLYRLPETPKTAGLRPMETKDIPVVHQLLTRYLKQFHLTPVMSQEEVEHWFYPQENIIDTFVVENANGEVTDFLSFYTLPSTIMNHPTHKSLKAAYSFYNVHTQTPLLDLMSDALVLAKMKGFDVFNALDLMENKTFLEKLKFGIGDGNLQYYLYNWKCPSMGAEKVGLVLQ. The pAffinity is 6.3.